Dataset: CYP2C19 inhibition data for predicting drug metabolism from PubChem BioAssay. Task: Regression/Classification. Given a drug SMILES string, predict its absorption, distribution, metabolism, or excretion properties. Task type varies by dataset: regression for continuous measurements (e.g., permeability, clearance, half-life) or binary classification for categorical outcomes (e.g., BBB penetration, CYP inhibition). Dataset: cyp2c19_veith. (1) The compound is COc1ccc(N(Cc2c(C(F)(F)F)nn(C)c2Cl)S(=O)(=O)c2ccccc2)cc1. The result is 1 (inhibitor). (2) The drug is COc1ccc(-c2nc3cnc(OC)nc3n(C)c2=O)cc1. The result is 0 (non-inhibitor). (3) The drug is O=C(ON=C1CCN(S(=O)(=O)c2ccccc2)CC1)c1ccccc1. The result is 0 (non-inhibitor).